The task is: Regression. Given a peptide amino acid sequence and an MHC pseudo amino acid sequence, predict their binding affinity value. This is MHC class I binding data.. This data is from Peptide-MHC class I binding affinity with 185,985 pairs from IEDB/IMGT. (1) The peptide sequence is SIENKHQRRL. The binding affinity (normalized) is 0.0997. The MHC is HLA-A02:02 with pseudo-sequence HLA-A02:02. (2) The peptide sequence is SRQRQAIPY. The binding affinity (normalized) is 0.0847. The MHC is HLA-A26:03 with pseudo-sequence HLA-A26:03.